This data is from Experimentally validated miRNA-target interactions with 360,000+ pairs, plus equal number of negative samples. The task is: Binary Classification. Given a miRNA mature sequence and a target amino acid sequence, predict their likelihood of interaction. (1) The miRNA is hsa-miR-4683 with sequence UGGAGAUCCAGUGCUCGCCCGAU. The protein sequence of the target gene is METKFQRWVRVTVLRGCVGCRTVAVPATATGRDLKERIFAETSFPVAEQRLWRGDREVPDWIKIGDLTSKTCHLFVNLQSKGLKGGGRFGQTTPPLVDFLKDILRRYPEGGQILKELIQNAEDAGATEVKFLYDETQYGTETLWSKDMAQYQGSALYVYNNAVFTPEDWHGIQEIARSRKKDDPLKVGRFGIGFNSVYHITDVPCIFSGDQIGMLDPHQTLFGPHESGQCWNLKDDIKEINELPDQFAPFIGVFGSTKETFTNGSFPGTFFRFPLRLQPSQLSSNLYTKQKVLELFDSFR.... Result: 0 (no interaction). (2) The miRNA is mmu-let-7f-5p with sequence UGAGGUAGUAGAUUGUAUAGUU. The protein sequence of the target gene is MSYQGKKNIPRITSDRLLIKGGRIVNDDQSFYADIYMEDGLIKQIGDNLIVPGGVKTIEANGKMVIPGGIDVHTHFQMPYKGMTTVDDFFQGTKAALAGGTTMIIDHVVPEPESSLTEAYEKWREWADGKSCCDYALHVDITHWNDSVKQEVQNLIKDKGVNSFMVYMAYKDLYQVSNTELYEIFTCLGELGAIAQVHAENGDIIAQEQTRMLEMGITGPEGHVLSRPEELEAEAVFRAITIASQTNCPLYVTKVMSKSAADLISQARKKGNVVFGEPITASLGIDGTHYWSKNWAKAAA.... Result: 0 (no interaction).